This data is from Forward reaction prediction with 1.9M reactions from USPTO patents (1976-2016). The task is: Predict the product of the given reaction. (1) Given the reactants [C:1](N1C=CN=C1)(N1C=CN=C1)=[S:2].O[N:14]=[C:15]([C:17]1[C:18](=[O:48])[N:19]([CH2:36][C:37]2[CH:42]=[CH:41][CH:40]=[C:39]([C:43]([F:46])([F:45])[F:44])[C:38]=2[CH3:47])[C:20](=[O:35])[N:21]([C:23]2[CH:28]=[CH:27][C:26]([N:29]3[CH2:33][CH2:32][O:31][C:30]3=[O:34])=[CH:25][CH:24]=2)[CH:22]=1)[NH2:16].Cl.C1C[O:53]CC1, predict the reaction product. The product is: [CH3:47][C:38]1[C:39]([C:43]([F:46])([F:45])[F:44])=[CH:40][CH:41]=[CH:42][C:37]=1[CH2:36][N:19]1[C:18](=[O:48])[C:17]([C:15]2[NH:16][C:1](=[O:53])[S:2][N:14]=2)=[CH:22][N:21]([C:23]2[CH:28]=[CH:27][C:26]([N:29]3[CH2:33][CH2:32][O:31][C:30]3=[O:34])=[CH:25][CH:24]=2)[C:20]1=[O:35]. (2) Given the reactants C(=O)(O)[O-].[Na+].[N:6]#[C:7]Br.[Si:9]([O:16][CH2:17][CH2:18][NH:19][C:20]1[CH:25]=[CH:24][C:23]([N:26]2[C:34](=[O:35])[C:33]3[C:28](=[CH:29][CH:30]=[CH:31][C:32]=3[NH:36][C:37]([C:39]3[S:40][C:41]([Cl:44])=[CH:42][CH:43]=3)=[O:38])[C:27]2=[O:45])=[CH:22][CH:21]=1)([C:12]([CH3:15])([CH3:14])[CH3:13])([CH3:11])[CH3:10].O.ClCCl, predict the reaction product. The product is: [Si:9]([O:16][CH2:17][CH2:18][N:19]([C:7]#[N:6])[C:20]1[CH:21]=[CH:22][C:23]([N:26]2[C:34](=[O:35])[C:33]3[C:28](=[CH:29][CH:30]=[CH:31][C:32]=3[NH:36][C:37]([C:39]3[S:40][C:41]([Cl:44])=[CH:42][CH:43]=3)=[O:38])[C:27]2=[O:45])=[CH:24][CH:25]=1)([C:12]([CH3:15])([CH3:13])[CH3:14])([CH3:11])[CH3:10]. (3) Given the reactants C[O:2][C:3]([C:5]1[N:6]([C:10]2[CH:15]=[CH:14][C:13]([Br:16])=[CH:12][CH:11]=2)[N:7]=[N:8][CH:9]=1)=[O:4].[Li+].[OH-], predict the reaction product. The product is: [Br:16][C:13]1[CH:14]=[CH:15][C:10]([N:6]2[C:5]([C:3]([OH:4])=[O:2])=[CH:9][N:8]=[N:7]2)=[CH:11][CH:12]=1. (4) The product is: [N:29]1[CH:34]=[CH:33][CH:32]=[CH:31][C:30]=1[C:35](=[O:36])[CH2:5][C:4]1[C:6]2[C:11](=[CH:10][CH:9]=[CH:8][CH:7]=2)[N:1]=[CH:2][CH:3]=1. Given the reactants [N:1]1[C:11]2[C:6](=[CH:7][CH:8]=[CH:9][CH:10]=2)[C:4]([CH3:5])=[CH:3][CH:2]=1.C[Si]([N-][Si](C)(C)C)(C)C.[K+].C1(C)C=CC=CC=1.[N:29]1[CH:34]=[CH:33][CH:32]=[CH:31][C:30]=1[C:35](OCC)=[O:36], predict the reaction product. (5) Given the reactants C1(P(C2CCCCC2)C2C=CC=CC=2C2C=CC=CC=2)CCCCC1.Cl.Cl.[C:28]1([CH:34]2[C:39]3[N:40]=[C:41]([NH:43][CH:44]4[CH2:49][CH2:48][NH:47][CH2:46][CH2:45]4)[S:42][C:38]=3[CH2:37][CH2:36][CH2:35]2)[CH:33]=[CH:32][CH:31]=[CH:30][CH:29]=1.C(N(CC)C(C)C)(C)C.Br[C:60]1[S:61][C:62]([CH3:65])=[N:63][N:64]=1, predict the reaction product. The product is: [CH3:65][C:62]1[S:61][C:60]([N:47]2[CH2:46][CH2:45][CH:44]([NH:43][C:41]3[S:42][C:38]4[CH2:37][CH2:36][CH2:35][CH:34]([C:28]5[CH:33]=[CH:32][CH:31]=[CH:30][CH:29]=5)[C:39]=4[N:40]=3)[CH2:49][CH2:48]2)=[N:64][N:63]=1. (6) Given the reactants [NH2:1][C:2]1[CH:3]=[N:4][CH:5]=[CH:6][C:7]=1[NH2:8].[C:9](O[C:9]([O:11][C:12]([CH3:15])([CH3:14])[CH3:13])=[O:10])([O:11][C:12]([CH3:15])([CH3:14])[CH3:13])=[O:10].Cl, predict the reaction product. The product is: [C:12]([O:11][C:9](=[O:10])[NH:8][C:7]1[CH:6]=[CH:5][N:4]=[CH:3][C:2]=1[NH2:1])([CH3:15])([CH3:14])[CH3:13]. (7) Given the reactants Cl[C:2]1[C:11]2=[N:12][N:13](CC3C=CC(OC)=CC=3)[CH:14]=[C:10]2[C:9]2[CH:8]=[C:7]([O:24][CH3:25])[C:6]([O:26][CH3:27])=[CH:5][C:4]=2[N:3]=1.C(OC([N:35]1[C:40]2[CH:41]=[C:42]([NH2:45])[CH:43]=[CH:44][C:39]=2[O:38][CH2:37][CH2:36]1)=O)(C)(C)C.Cl, predict the reaction product. The product is: [O:38]1[C:39]2[CH:44]=[CH:43][C:42]([NH:45][C:2]3[C:11]4=[N:12][NH:13][CH:14]=[C:10]4[C:9]4[CH:8]=[C:7]([O:24][CH3:25])[C:6]([O:26][CH3:27])=[CH:5][C:4]=4[N:3]=3)=[CH:41][C:40]=2[NH:35][CH2:36][CH2:37]1. (8) Given the reactants [CH2:1]([O:16]C1CCCCO1)[C:2]#[C:3][CH2:4][CH2:5][CH2:6][CH2:7][CH2:8][CH2:9][CH2:10][CH2:11][CH2:12][CH2:13][CH2:14][CH3:15].CC1C=CC(S(O)(=O)=O)=CC=1, predict the reaction product. The product is: [CH2:1]([OH:16])[C:2]#[C:3][CH2:4][CH2:5][CH2:6][CH2:7][CH2:8][CH2:9][CH2:10][CH2:11][CH2:12][CH2:13][CH2:14][CH3:15]. (9) Given the reactants CC1(C)C(C)(C)OB([C:9]2[CH:20]=[CH:19][C:12]3[C:13](=[O:18])[NH:14][CH2:15][CH2:16][CH2:17][C:11]=3[CH:10]=2)O1.[NH2:22][C:23]1[N:24]=[CH:25][C:26]([C:30]2[CH:35]=[CH:34][C:33]([S:36]([N:39]([CH2:41][CH3:42])[CH3:40])(=[O:38])=[O:37])=[CH:32][CH:31]=2)=[N:27][C:28]=1Br, predict the reaction product. The product is: [NH2:22][C:23]1[N:24]=[CH:25][C:26]([C:30]2[CH:35]=[CH:34][C:33]([S:36]([N:39]([CH2:41][CH3:42])[CH3:40])(=[O:37])=[O:38])=[CH:32][CH:31]=2)=[N:27][C:28]=1[C:9]1[CH:20]=[CH:19][C:12]2[C:13](=[O:18])[NH:14][CH2:15][CH2:16][CH2:17][C:11]=2[CH:10]=1. (10) Given the reactants [C:1]1([C:7]2[CH:12]=[CH:11][CH:10]=[CH:9][CH:8]=2)[CH:6]=[CH:5][CH:4]=[CH:3][CH:2]=1.C[N:14]([C:16]([O:20]N1N=NC2C=CC=CC1=2)=[N+](C)C)C.F[P-](F)(F)(F)(F)F, predict the reaction product. The product is: [C:1]1([C:7]2[CH:8]=[CH:9][CH:10]=[CH:11][CH:12]=2)[C:6]([C:16]([NH2:14])=[O:20])=[CH:5][CH:4]=[CH:3][CH:2]=1.